Dataset: Forward reaction prediction with 1.9M reactions from USPTO patents (1976-2016). Task: Predict the product of the given reaction. (1) Given the reactants [C:1](Cl)(=[O:5])[CH:2]([CH3:4])[CH3:3].[OH:7][C:8]1[CH:13]=[CH:12][C:11]([P:14]([O:25][CH2:26][CH3:27])([CH2:16][P:17]([O:22][CH2:23][CH3:24])([O:19][CH2:20][CH3:21])=[O:18])=[O:15])=[CH:10][C:9]=1[C:28]([CH3:41])([CH3:40])[CH2:29][C:30]([O:32][CH2:33][C:34]1[CH:39]=[CH:38][CH:37]=[CH:36][CH:35]=1)=[O:31].CCOC(C)=O, predict the reaction product. The product is: [CH3:3][CH:2]([CH3:4])[C:1]([O:7][C:8]1[CH:13]=[CH:12][C:11]([P:14]([O:25][CH2:26][CH3:27])([CH2:16][P:17]([O:22][CH2:23][CH3:24])([O:19][CH2:20][CH3:21])=[O:18])=[O:15])=[CH:10][C:9]=1[C:28]([CH3:41])([CH3:40])[CH2:29][C:30]([O:32][CH2:33][C:34]1[CH:39]=[CH:38][CH:37]=[CH:36][CH:35]=1)=[O:31])=[O:5]. (2) The product is: [NH2:7][C:8]1[N:9]=[C:10]([CH3:31])[C:11]([CH2:15][NH:16][C:17]([C:19]2[O:20][C:21]([CH2:24][C:25]3[CH:30]=[CH:29][CH:28]=[CH:27][CH:26]=3)=[N:22][N:23]=2)=[O:18])=[C:12]([CH3:14])[CH:13]=1. Given the reactants C(OC(=O)[NH:7][C:8]1[CH:13]=[C:12]([CH3:14])[C:11]([CH2:15][NH:16][C:17]([C:19]2[O:20][C:21]([CH2:24][C:25]3[CH:30]=[CH:29][CH:28]=[CH:27][CH:26]=3)=[N:22][N:23]=2)=[O:18])=[C:10]([CH3:31])[N:9]=1)(C)(C)C.C(O)(C(F)(F)F)=O, predict the reaction product. (3) Given the reactants [F:1][C:2]1[CH:3]=[C:4]([CH2:9][C:10]([NH:12][C@H:13]([C:15]([OH:17])=O)[CH3:14])=[O:11])[CH:5]=[C:6]([F:8])[CH:7]=1.Cl.[NH2:19][CH:20]([C:26]1[CH:31]=[CH:30][N:29]=[CH:28][CH:27]=1)[C:21]([O:23][CH2:24][CH3:25])=[O:22], predict the reaction product. The product is: [F:8][C:6]1[CH:5]=[C:4]([CH2:9][C:10]([NH:12][C@H:13]([C:15]([NH:19][CH:20]([C:26]2[CH:27]=[CH:28][N:29]=[CH:30][CH:31]=2)[C:21]([O:23][CH2:24][CH3:25])=[O:22])=[O:17])[CH3:14])=[O:11])[CH:3]=[C:2]([F:1])[CH:7]=1. (4) Given the reactants [NH2:1][C:2]1[CH:7]=[C:6]([Cl:8])[CH:5]=[CH:4][C:3]=1[C:9]1[C:10]([CH3:20])=[N:11][O:12][C:13]=1[CH2:14][C:15](OCC)=[O:16].Cl, predict the reaction product. The product is: [Cl:8][C:6]1[CH:5]=[CH:4][C:3]2[C:9]3[C:10]([CH3:20])=[N:11][O:12][C:13]=3[CH2:14][C:15](=[O:16])[NH:1][C:2]=2[CH:7]=1. (5) Given the reactants [CH3:1][O:2][C:3]1[CH:8]=[CH:7][C:6]([C@@H:9]2[C@H:13]([C:14]([O:16][CH2:17][CH3:18])=[O:15])[C@@H:12]([C:19]3[CH:27]=[CH:26][C:22]4[O:23][CH2:24][O:25][C:21]=4[CH:20]=3)[CH2:11][N:10]2[CH2:28][C:29]([N:31]([CH2:37][CH2:38][CH2:39][CH3:40])[CH2:32][CH2:33][CH2:34][CH2:35]O)=[O:30])=[CH:5][CH:4]=1.C(N(CC)CC)C.CS(Cl)(=O)=O.[Li+].[Br-:54], predict the reaction product. The product is: [CH3:1][O:2][C:3]1[CH:8]=[CH:7][C:6]([C@@H:9]2[C@H:13]([C:14]([O:16][CH2:17][CH3:18])=[O:15])[C@@H:12]([C:19]3[CH:27]=[CH:26][C:22]4[O:23][CH2:24][O:25][C:21]=4[CH:20]=3)[CH2:11][N:10]2[CH2:28][C:29]([N:31]([CH2:37][CH2:38][CH2:39][CH3:40])[CH2:32][CH2:33][CH2:34][CH2:35][Br:54])=[O:30])=[CH:5][CH:4]=1. (6) Given the reactants C([O-])=O.[NH4+:4].[Br:5][C:6]1[CH:7]=[C:8]([N:12]2[C:16]([NH:17][C:18](=O)[C:19]([F:22])([F:21])[F:20])=[C:15]([CH:24]=O)[C:14]([C:26]([O:28][CH2:29][CH3:30])=[O:27])=[N:13]2)[CH:9]=[CH:10][CH:11]=1, predict the reaction product. The product is: [Br:5][C:6]1[CH:7]=[C:8]([N:12]2[C:16]3=[N:17][C:18]([C:19]([F:22])([F:20])[F:21])=[N:4][CH:24]=[C:15]3[C:14]([C:26]([O:28][CH2:29][CH3:30])=[O:27])=[N:13]2)[CH:9]=[CH:10][CH:11]=1. (7) Given the reactants [CH3:1][O:2][C:3]1[CH:4]=[C:5]([CH:9]=[CH:10][CH:11]=1)[C:6](Cl)=[O:7].[CH3:12][N:13]1[CH2:18][CH2:17][N:16]([C:19]2[N:24]=[C:23]([NH2:25])[N:22]=[C:21]([NH:26][CH:27]3[CH2:32][CH2:31][NH:30][CH2:29][CH2:28]3)[CH:20]=2)[CH2:15][CH2:14]1.CCN(C(C)C)C(C)C, predict the reaction product. The product is: [CH3:1][O:2][C:3]1[CH:4]=[C:5]([CH:9]=[CH:10][CH:11]=1)[C:6]([N:30]1[CH2:31][CH2:32][CH:27]([NH:26][C:21]2[CH:20]=[C:19]([N:16]3[CH2:15][CH2:14][N:13]([CH3:12])[CH2:18][CH2:17]3)[N:24]=[C:23]([NH2:25])[N:22]=2)[CH2:28][CH2:29]1)=[O:7]. (8) Given the reactants [C:1]([NH:4][S:5]([C:8]1[CH:9]=[C:10]([C:18]2[CH:23]=[CH:22][CH:21]=[C:20]([S:24]([NH:27]C(C)(C)C)(=[O:26])=[O:25])[CH:19]=2)[C:11]([O:16]C)=[C:12]([CH:14]=[O:15])[CH:13]=1)(=[O:7])=[O:6])(=[O:3])[CH3:2], predict the reaction product. The product is: [C:1]([NH:4][S:5]([C:8]1[CH:9]=[C:10]([C:18]2[CH:23]=[CH:22][CH:21]=[C:20]([S:24]([NH2:27])(=[O:26])=[O:25])[CH:19]=2)[C:11]([OH:16])=[C:12]([CH:14]=[O:15])[CH:13]=1)(=[O:7])=[O:6])(=[O:3])[CH3:2]. (9) Given the reactants C[O:2][C:3](=O)[C:4]([CH3:17])([CH3:16])[CH:5]([OH:15])[C:6]1[CH:11]=[CH:10][CH:9]=[CH:8][C:7]=1[N+:12]([O-])=O.[H][H], predict the reaction product. The product is: [OH:15][CH:5]1[C:6]2[C:7](=[CH:8][CH:9]=[CH:10][CH:11]=2)[NH:12][C:3](=[O:2])[C:4]1([CH3:17])[CH3:16].